This data is from Full USPTO retrosynthesis dataset with 1.9M reactions from patents (1976-2016). The task is: Predict the reactants needed to synthesize the given product. Given the product [CH2:1]([O:3][C:4]1[CH:9]=[CH:8][CH:7]=[CH:6][C:5]=1[C:10]1([CH3:17])[NH:14][C:13](=[O:15])[N:12]([CH2:19][C:20](=[O:21])[C:22]2[CH:27]=[CH:26][CH:25]=[CH:24][CH:23]=2)[C:11]1=[O:16])[CH3:2], predict the reactants needed to synthesize it. The reactants are: [CH2:1]([O:3][C:4]1[CH:9]=[CH:8][CH:7]=[CH:6][C:5]=1[C:10]1([CH3:17])[NH:14][C:13](=[O:15])[NH:12][C:11]1=[O:16])[CH3:2].Br[CH2:19][C:20]([C:22]1[CH:27]=[CH:26][CH:25]=[CH:24][CH:23]=1)=[O:21].